Dataset: Reaction yield outcomes from USPTO patents with 853,638 reactions. Task: Predict the reaction yield, written as a fraction of the theoretical maximum amount of product (1.0 means a 100% yield; for example, 0.34 means a 34% yield). (1) The reactants are FC(F)(F)C(O)=O.[CH3:8][O:9][C:10](=[O:60])[C@H:11]([NH:52]C(OC(C)(C)C)=O)[C:12]1[CH:17]=[CH:16][C:15]([C:18]2[CH:23]=[CH:22][C:21]([C:24]([C:29]3[CH:34]=[CH:33][C:32]([CH2:35][CH2:36][CH:37]([O:42][Si](C(C)(C)C)(C)C)[C:38]([CH3:41])([CH3:40])[CH3:39])=[C:31]([CH3:50])[CH:30]=3)([CH2:27][CH3:28])[CH2:25][CH3:26])=[CH:20][C:19]=2[CH3:51])=[CH:14][CH:13]=1. The catalyst is ClCCl. The product is [CH3:8][O:9][C:10](=[O:60])[C@H:11]([NH2:52])[C:12]1[CH:13]=[CH:14][C:15]([C:18]2[CH:23]=[CH:22][C:21]([C:24]([CH2:25][CH3:26])([C:29]3[CH:34]=[CH:33][C:32]([CH2:35][CH2:36][CH:37]([OH:42])[C:38]([CH3:39])([CH3:40])[CH3:41])=[C:31]([CH3:50])[CH:30]=3)[CH2:27][CH3:28])=[CH:20][C:19]=2[CH3:51])=[CH:16][CH:17]=1. The yield is 0.830. (2) The reactants are [CH2:1]([C:3]1[NH:7][C:6]([C:8]([O:10][CH2:11][CH3:12])=[O:9])=[N:5][CH:4]=1)[CH3:2].C1C(=O)N([I:20])C(=O)C1. No catalyst specified. The product is [CH2:1]([C:3]1[NH:7][C:6]([C:8]([O:10][CH2:11][CH3:12])=[O:9])=[N:5][C:4]=1[I:20])[CH3:2]. The yield is 1.00. (3) The reactants are [CH3:1][N:2]1[CH:6]=[CH:5][CH:4]=[C:3]1[C:7]([OH:9])=O.CN(C)C=O.C(Cl)(=O)C(Cl)=O.[NH2:21][C:22]1[CH:23]=[C:24]([CH:41]=[CH:42][C:43]=1[CH3:44])[O:25][C:26]1[CH:27]=[CH:28][C:29]2[N:30]([CH:32]=[C:33]([NH:35][C:36]([CH:38]3[CH2:40][CH2:39]3)=[O:37])[N:34]=2)[N:31]=1. The catalyst is CN(C)C(=O)C.O1CCCC1. The product is [CH:38]1([C:36]([NH:35][C:33]2[N:34]=[C:29]3[CH:28]=[CH:27][C:26]([O:25][C:24]4[CH:41]=[CH:42][C:43]([CH3:44])=[C:22]([NH:21][C:7]([C:3]5[N:2]([CH3:1])[CH:6]=[CH:5][CH:4]=5)=[O:9])[CH:23]=4)=[N:31][N:30]3[CH:32]=2)=[O:37])[CH2:39][CH2:40]1. The yield is 0.0600. (4) The reactants are [Cl:1][C:2]1[CH:10]=[CH:9][C:5]([CH2:6][C:7]#[N:8])=[CH:4][CH:3]=1.[Cl:11][C:12]1[C:13]([F:20])=[C:14]([CH:17]=[CH:18][CH:19]=1)[CH:15]=O.C[O-].[Na+]. The catalyst is CO. The product is [Cl:11][C:12]1[C:13]([F:20])=[C:14](/[CH:15]=[C:6](/[C:5]2[CH:9]=[CH:10][C:2]([Cl:1])=[CH:3][CH:4]=2)\[C:7]#[N:8])[CH:17]=[CH:18][CH:19]=1. The yield is 0.920.